From a dataset of Peptide-MHC class I binding affinity with 185,985 pairs from IEDB/IMGT. Regression. Given a peptide amino acid sequence and an MHC pseudo amino acid sequence, predict their binding affinity value. This is MHC class I binding data. (1) The peptide sequence is IQYPLWWGH. The MHC is HLA-A02:03 with pseudo-sequence HLA-A02:03. The binding affinity (normalized) is 0.0847. (2) The peptide sequence is NPQGERRAF. The MHC is HLA-B58:01 with pseudo-sequence HLA-B58:01. The binding affinity (normalized) is 0.213. (3) The peptide sequence is SPAIFQYTM. The MHC is Mamu-A20102 with pseudo-sequence Mamu-A20102. The binding affinity (normalized) is 0.0998. (4) The peptide sequence is KTSERSQPR. The MHC is HLA-A33:01 with pseudo-sequence HLA-A33:01. The binding affinity (normalized) is 0.306. (5) The peptide sequence is ARAELSSRL. The binding affinity (normalized) is 0.823. The MHC is Mamu-B08 with pseudo-sequence Mamu-B08. (6) The peptide sequence is SNKRHRPIG. The MHC is HLA-B08:01 with pseudo-sequence HLA-B08:01. The binding affinity (normalized) is 0.675. (7) The peptide sequence is RPRGEVRFL. The MHC is HLA-A02:03 with pseudo-sequence HLA-A02:03. The binding affinity (normalized) is 0. (8) The peptide sequence is ARWMISSAL. The MHC is HLA-B08:03 with pseudo-sequence HLA-B08:03. The binding affinity (normalized) is 0.0847. (9) The peptide sequence is TQALQLFLR. The MHC is HLA-A11:01 with pseudo-sequence HLA-A11:01. The binding affinity (normalized) is 0.276.